Dataset: Ames mutagenicity test results for genotoxicity prediction. Task: Regression/Classification. Given a drug SMILES string, predict its toxicity properties. Task type varies by dataset: regression for continuous values (e.g., LD50, hERG inhibition percentage) or binary classification for toxic/non-toxic outcomes (e.g., AMES mutagenicity, cardiotoxicity, hepatotoxicity). Dataset: ames. (1) The result is 0 (non-mutagenic). The molecule is COC(=O)C1=C(C)NC(COC(N)=O)=C(C(=O)OC(C)C)C1c1cccc(Cl)c1Cl. (2) The drug is Cc1cc(N=Nc2ccccc2)c(N)cc1N. The result is 1 (mutagenic).